From a dataset of Reaction yield outcomes from USPTO patents with 853,638 reactions. Predict the reaction yield, written as a fraction of the theoretical maximum amount of product (1.0 means a 100% yield; for example, 0.34 means a 34% yield). The reactants are [C:1]([C:3]1[CH:11]=[CH:10][C:6]([C:7]([OH:9])=O)=[CH:5][N:4]=1)#[N:2].[C:12]1([NH2:19])[CH:17]=[CH:16][CH:15]=[CH:14][C:13]=1[NH2:18]. No catalyst specified. The product is [NH2:2][CH2:1][C:3]1[CH:11]=[CH:10][C:6]([C:7]([NH:18][C:13]2[CH:14]=[CH:15][CH:16]=[CH:17][C:12]=2[NH2:19])=[O:9])=[CH:5][N:4]=1. The yield is 0.650.